Dataset: TCR-epitope binding with 47,182 pairs between 192 epitopes and 23,139 TCRs. Task: Binary Classification. Given a T-cell receptor sequence (or CDR3 region) and an epitope sequence, predict whether binding occurs between them. The epitope is RLRPGGKKK. The TCR CDR3 sequence is CASSFSGPQGYGYTF. Result: 0 (the TCR does not bind to the epitope).